Dataset: Cav3 T-type calcium channel HTS with 100,875 compounds. Task: Binary Classification. Given a drug SMILES string, predict its activity (active/inactive) in a high-throughput screening assay against a specified biological target. (1) The molecule is Oc1ccc(O)cc1. The result is 0 (inactive). (2) The drug is Fc1c(NC(=O)COC(=O)c2cc(OC)c(OC)c(OC)c2)ccc(F)c1. The result is 0 (inactive). (3) The compound is n1c(c(nnc1N)c1ccccc1)c1ccccc1. The result is 0 (inactive). (4) The molecule is FC(F)(F)c1c2c(nc(c1)C(F)(F)F)nc(Oc1ccc(O)cc1)cc2. The result is 1 (active).